This data is from Full USPTO retrosynthesis dataset with 1.9M reactions from patents (1976-2016). The task is: Predict the reactants needed to synthesize the given product. (1) Given the product [N+:29]([C:26]1[CH:25]=[CH:24][C:23]([O:22][C:20](=[O:21])[NH:11][C:10]2[CH:12]=[CH:13][C:7]([N:4]3[CH2:3][CH2:2][O:1][CH2:6][CH2:5]3)=[CH:8][CH:9]=2)=[CH:28][CH:27]=1)([O-:31])=[O:30], predict the reactants needed to synthesize it. The reactants are: [O:1]1[CH2:6][CH2:5][N:4]([C:7]2[CH:13]=[CH:12][C:10]([NH2:11])=[CH:9][CH:8]=2)[CH2:3][CH2:2]1.C([O-])([O-])=O.[Ca+2].Cl[C:20]([O:22][C:23]1[CH:28]=[CH:27][C:26]([N+:29]([O-:31])=[O:30])=[CH:25][CH:24]=1)=[O:21]. (2) Given the product [N:12]1([CH2:18][CH2:19][CH2:20][NH:21][C:2]2[CH:3]=[CH:4][C:5]([N+:9]([O-:11])=[O:10])=[C:6]([NH2:8])[CH:7]=2)[CH2:17][CH2:16][O:15][CH2:14][CH2:13]1, predict the reactants needed to synthesize it. The reactants are: Cl[C:2]1[CH:3]=[CH:4][C:5]([N+:9]([O-:11])=[O:10])=[C:6]([NH2:8])[CH:7]=1.[N:12]1([CH2:18][CH2:19][CH2:20][NH2:21])[CH2:17][CH2:16][O:15][CH2:14][CH2:13]1.C([O-])([O-])=O.[K+].[K+].O. (3) The reactants are: [NH2:1][C:2]1[N:6]([CH2:7][C:8]2[CH:13]=[CH:12][CH:11]=[CH:10][C:9]=2[Cl:14])[N:5]=[N:4][C:3]=1[C:15]([NH2:17])=[O:16].[CH:18]1([C:22](Cl)=[O:23])[CH2:21][CH2:20][CH2:19]1.Cl. Given the product [Cl:14][C:9]1[CH:10]=[CH:11][CH:12]=[CH:13][C:8]=1[CH2:7][N:6]1[C:2]([NH:1][C:22]([CH:18]2[CH2:21][CH2:20][CH2:19]2)=[O:23])=[C:3]([C:15]([NH2:17])=[O:16])[N:4]=[N:5]1, predict the reactants needed to synthesize it.